Dataset: Catalyst prediction with 721,799 reactions and 888 catalyst types from USPTO. Task: Predict which catalyst facilitates the given reaction. Reactant: Br[C:2]1[CH:3]=[N:4][C:5]([Cl:8])=[N:6][CH:7]=1.[CH:9]1(B(O)O)[CH2:11][CH2:10]1.C1(P(C2CCCCC2)C2CCCCC2)CCCCC1.[O-]P([O-])([O-])=O.[K+].[K+].[K+]. Product: [Cl:8][C:5]1[N:4]=[CH:3][C:2]([CH:9]2[CH2:11][CH2:10]2)=[CH:7][N:6]=1. The catalyst class is: 498.